Dataset: Reaction yield outcomes from USPTO patents with 853,638 reactions. Task: Predict the reaction yield, written as a fraction of the theoretical maximum amount of product (1.0 means a 100% yield; for example, 0.34 means a 34% yield). (1) The reactants are Cl[C:2]1[CH:7]=[C:6]([O:8][C:9]2[CH:14]=[CH:13][CH:12]=[CH:11][CH:10]=2)[CH:5]=[CH:4][N:3]=1.[CH3:15][C:16]1[N:17]=[C:18]([NH2:21])[S:19][CH:20]=1.P([O-])([O-])([O-])=O.[K+].[K+].[K+].O. The catalyst is C1(C)C=CC=CC=1.C1C=CC(/C=C/C(/C=C/C2C=CC=CC=2)=O)=CC=1.C1C=CC(/C=C/C(/C=C/C2C=CC=CC=2)=O)=CC=1.C1C=CC(/C=C/C(/C=C/C2C=CC=CC=2)=O)=CC=1.[Pd].[Pd].C1(P(C2C=CC=CC=2)C2C3OC4C(=CC=CC=4P(C4C=CC=CC=4)C4C=CC=CC=4)C(C)(C)C=3C=CC=2)C=CC=CC=1. The product is [CH3:15][C:16]1[N:17]=[C:18]([NH:21][C:2]2[CH:7]=[C:6]([O:8][C:9]3[C:14]4[C:13](=[CH:4][CH:5]=[CH:6][CH:7]=4)[CH:12]=[CH:11][CH:10]=3)[CH:5]=[CH:4][N:3]=2)[S:19][CH:20]=1. The yield is 0.778. (2) The reactants are [OH:1][C:2]1([C:8]2[CH:15]=[CH:14][C:11]([C:12]#[N:13])=[CH:10][CH:9]=2)[CH2:7][CH2:6][O:5][CH2:4][CH2:3]1.Cl.[NH2:17][OH:18].C(N(CC)CC)C. The catalyst is C(O)C. The product is [OH:18][N:17]=[C:12]([C:11]1[CH:10]=[CH:9][C:8]([C:2]2([OH:1])[CH2:7][CH2:6][O:5][CH2:4][CH2:3]2)=[CH:15][CH:14]=1)[NH2:13]. The yield is 0.990. (3) The yield is 0.740. The catalyst is C(Cl)Cl. The reactants are [Cl:1][C:2]1[CH:3]=[C:4]2[C:9](=[CH:10][CH:11]=1)[N:8]=[C:7]([N:12]([CH:14]([CH3:16])[CH3:15])[CH3:13])[C:6]([C:17]([O:19]C(C)(C)C)=[O:18])=[C:5]2[C:24]1[CH:29]=[CH:28][CH:27]=[CH:26][CH:25]=1.C(O)(C(F)(F)F)=O. The product is [Cl:1][C:2]1[CH:3]=[C:4]2[C:9](=[CH:10][CH:11]=1)[N:8]=[C:7]([N:12]([CH:14]([CH3:15])[CH3:16])[CH3:13])[C:6]([C:17]([OH:19])=[O:18])=[C:5]2[C:24]1[CH:25]=[CH:26][CH:27]=[CH:28][CH:29]=1. (4) The reactants are Cl[C:2]([C:15]1[CH:20]=[CH:19][CH:18]=[CH:17][CH:16]=1)([C:9]1[CH:14]=[CH:13][CH:12]=[CH:11][CH:10]=1)[C:3]1[CH:8]=[CH:7][CH:6]=[CH:5][CH:4]=1.[OH:21][CH2:22][C:23]([O:25][CH2:26][CH3:27])=[O:24].Cl. The catalyst is C(Cl)Cl. The product is [C:2]([O:21][CH2:22][C:23]([O:25][CH2:26][CH3:27])=[O:24])([C:15]1[CH:20]=[CH:19][CH:18]=[CH:17][CH:16]=1)([C:9]1[CH:14]=[CH:13][CH:12]=[CH:11][CH:10]=1)[C:3]1[CH:8]=[CH:7][CH:6]=[CH:5][CH:4]=1. The yield is 0.673. (5) The reactants are [OH:1][C@@H:2]([C@H:4]1[C:10](=[O:11])[N:9]2[C@@H:5]1[C@@H:6]([CH3:53])[C:7]([S:25][C@@H:26]1[CH2:30][CH2:29][O:28][C@@H:27]1[CH2:31][NH:32][C:33](=[O:52])[C@@H:34]([NH:38]C(OCC1C=CC([N+]([O-])=O)=CC=1)=O)[CH:35]([CH3:37])[CH3:36])=[C:8]2[C:12]([O:14]CC1C=CC([N+]([O-])=O)=CC=1)=[O:13])[CH3:3].C(O)CCC. The catalyst is [Pd].O. The product is [NH2:38][C@@H:34]([CH:35]([CH3:37])[CH3:36])[C:33]([NH:32][CH2:31][C@@H:27]1[C@H:26]([S:25][C:7]2[C@H:6]([CH3:53])[C@H:5]3[N:9]([C:10](=[O:11])[C@@H:4]3[C@H:2]([OH:1])[CH3:3])[C:8]=2[C:12]([OH:14])=[O:13])[CH2:30][CH2:29][O:28]1)=[O:52]. The yield is 0.830. (6) The reactants are [NH:1]1[CH2:6][CH2:5][CH:4]([NH:7][C:8]([NH:10][C:11]2[CH:16]=[CH:15][C:14]([C:17]([F:20])([F:19])[F:18])=[CH:13][CH:12]=2)=[O:9])[CH2:3][CH2:2]1.CCN(CC)CC.[C:28](OC(=O)C)(=[O:30])[CH3:29]. The catalyst is C(Cl)Cl. The product is [C:28]([N:1]1[CH2:6][CH2:5][CH:4]([NH:7][C:8]([NH:10][C:11]2[CH:16]=[CH:15][C:14]([C:17]([F:18])([F:19])[F:20])=[CH:13][CH:12]=2)=[O:9])[CH2:3][CH2:2]1)(=[O:30])[CH3:29]. The yield is 0.710.